From a dataset of Forward reaction prediction with 1.9M reactions from USPTO patents (1976-2016). Predict the product of the given reaction. Given the reactants [C:1]([O:5][C:6]([NH:8][CH:9]([CH2:13][CH2:14][CH2:15][CH:16]([CH3:18])[CH3:17])[C:10](O)=O)=[O:7])([CH3:4])([CH3:3])[CH3:2].C(=O)([O-])[O-].[Cs+].[Cs+].[Br:25][C:26]1[CH:27]=[C:28]([CH:33]=[CH:34][CH:35]=1)[C:29](=O)CBr.C([O-])(=O)C.[NH4+:40].C[N:42]([CH3:45])C=O, predict the reaction product. The product is: [Br:25][C:26]1[CH:27]=[C:28]([C:29]2[N:40]=[C:10]([CH:9]([NH:8][C:6](=[O:7])[O:5][C:1]([CH3:4])([CH3:3])[CH3:2])[CH2:13][CH2:14][CH2:15][CH:16]([CH3:18])[CH3:17])[NH:42][CH:45]=2)[CH:33]=[CH:34][CH:35]=1.